Dataset: Reaction yield outcomes from USPTO patents with 853,638 reactions. Task: Predict the reaction yield, written as a fraction of the theoretical maximum amount of product (1.0 means a 100% yield; for example, 0.34 means a 34% yield). (1) The reactants are [CH3:1][N:2]([CH3:12])[C:3]([CH:5]1[CH:10]([CH3:11])[CH2:9][CH2:8][NH:7][CH2:6]1)=[O:4].C(N(CC)CC)C.Cl[C:21]1[N:26]=[C:25]([NH2:27])[C:24]([N+:28]([O-:30])=[O:29])=[CH:23][CH:22]=1. The catalyst is CS(C)=O.O. The product is [NH2:27][C:25]1[N:26]=[C:21]([N:7]2[CH2:8][CH2:9][C@H:10]([CH3:11])[C@H:5]([C:3]([N:2]([CH3:12])[CH3:1])=[O:4])[CH2:6]2)[CH:22]=[CH:23][C:24]=1[N+:28]([O-:30])=[O:29]. The yield is 0.680. (2) The yield is 0.810. The catalyst is O1CCOCC1.O.CC(C)([P](C(C)(C)C)([Pd][P](C(C)(C)C)(C(C)(C)C)C(C)(C)C)C(C)(C)C)C. The reactants are Br[C:2]1[CH:3]=[C:4]([C:8]([O:10][CH3:11])=[O:9])[O:5][C:6]=1[CH3:7].C(=O)([O-])[O-].[K+].[K+].[CH3:18][N:19]1[C:23](B2OC(C)(C)C(C)(C)O2)=[CH:22][CH:21]=[N:20]1. The product is [CH3:7][C:6]1[O:5][C:4]([C:8]([O:10][CH3:11])=[O:9])=[CH:3][C:2]=1[C:23]1[N:19]([CH3:18])[N:20]=[CH:21][CH:22]=1. (3) The reactants are [F:1][C:2]([F:6])([F:5])[CH2:3][OH:4].[H-].[Na+].CS(O[CH2:14][C:15]1[CH:16]=[N:17][CH:18]=[C:19]([Br:21])[CH:20]=1)(=O)=O. The catalyst is C1COCC1.CN(C=O)C. The product is [Br:21][C:19]1[CH:18]=[N:17][CH:16]=[C:15]([CH2:14][O:4][CH2:3][C:2]([F:6])([F:5])[F:1])[CH:20]=1. The yield is 0.200. (4) The reactants are [F:1][C:2]1[CH:3]=[C:4]([CH:7]=[C:8]([NH:10][CH2:11][C:12]2[CH:17]=[CH:16][C:15]([S:18]([CH3:21])(=[O:20])=[O:19])=[CH:14][CH:13]=2)[CH:9]=1)[C:5]#[N:6].[CH:22]1([C:27](O)=[O:28])[CH2:26][CH2:25][CH2:24][CH2:23]1. No catalyst specified. The product is [C:5]([C:4]1[CH:7]=[C:8]([N:10]([CH2:11][C:12]2[CH:13]=[CH:14][C:15]([S:18]([CH3:21])(=[O:20])=[O:19])=[CH:16][CH:17]=2)[C:27]([CH:22]2[CH2:26][CH2:25][CH2:24][CH2:23]2)=[O:28])[CH:9]=[C:2]([F:1])[CH:3]=1)#[N:6]. The yield is 0.760. (5) The reactants are [F:1][C:2]1[CH:7]=[C:6]([F:8])[CH:5]=[CH:4][C:3]=1[C:9]([OH:32])([CH2:26][N:27]1[CH:31]=[N:30][N:29]=[N:28]1)[C:10]([C:13]1[N:18]=[CH:17][C:16](/[CH:19]=[CH:20]/[C:21]([O:23][CH2:24][CH3:25])=[O:22])=[CH:15][CH:14]=1)([F:12])[F:11]. The catalyst is C(O)C.[Pd]. The product is [F:1][C:2]1[CH:7]=[C:6]([F:8])[CH:5]=[CH:4][C:3]=1[C:9]([OH:32])([CH2:26][N:27]1[CH:31]=[N:30][N:29]=[N:28]1)[C:10]([C:13]1[N:18]=[CH:17][C:16]([CH2:19][CH2:20][C:21]([O:23][CH2:24][CH3:25])=[O:22])=[CH:15][CH:14]=1)([F:11])[F:12]. The yield is 0.500. (6) The reactants are C(=O)([O-])[O-].[Cs+].[Cs+].FC(F)(F)S(O[C:13]1[CH:33]=[CH:32][C:16]2[C:17]3([CH2:30][CH3:31])[CH2:29][CH2:28][C:23]4([O:27][CH2:26][CH2:25][O:24]4)[CH2:22][CH:18]3[CH2:19][CH2:20][CH2:21][C:15]=2[CH:14]=1)(=O)=O.[C:36](=[NH:49])([C:43]1[CH:48]=[CH:47][CH:46]=[CH:45][CH:44]=1)[C:37]1[CH:42]=[CH:41][CH:40]=[CH:39][CH:38]=1.CCOC(C)=O. The catalyst is O1CCOCC1.C([O-])(=O)C.[Pd+2].C([O-])(=O)C.CC1(C)C2C(=C(P(C3C=CC=CC=3)C3C=CC=CC=3)C=CC=2)OC2C(P(C3C=CC=CC=3)C3C=CC=CC=3)=CC=CC1=2. The product is [C:37]1([C:36]([C:43]2[CH:44]=[CH:45][CH:46]=[CH:47][CH:48]=2)=[N:49][C:13]2[CH:33]=[CH:32][C:16]3[C:17]4([CH2:30][CH3:31])[CH2:29][CH2:28][C:23]5([O:24][CH2:25][CH2:26][O:27]5)[CH2:22][CH:18]4[CH2:19][CH2:20][CH2:21][C:15]=3[CH:14]=2)[CH:42]=[CH:41][CH:40]=[CH:39][CH:38]=1. The yield is 0.810. (7) The reactants are [OH:1][CH2:2][C:3]1[CH:8]=[CH:7][C:6]([NH:9][S:10]([C:13]2[CH:18]=[CH:17][CH:16]=[CH:15][N:14]=2)(=[O:12])=[O:11])=[CH:5][CH:4]=1.N1C=CC=CC=1.CC(OI1(OC(C)=O)(OC(C)=O)OC(=O)C2C=CC=CC1=2)=O. The catalyst is C(Cl)Cl. The product is [CH:2]([C:3]1[CH:4]=[CH:5][C:6]([NH:9][S:10]([C:13]2[CH:18]=[CH:17][CH:16]=[CH:15][N:14]=2)(=[O:12])=[O:11])=[CH:7][CH:8]=1)=[O:1]. The yield is 0.600.